Dataset: Reaction yield outcomes from USPTO patents with 853,638 reactions. Task: Predict the reaction yield, written as a fraction of the theoretical maximum amount of product (1.0 means a 100% yield; for example, 0.34 means a 34% yield). (1) The reactants are [Cl:1][C:2]([Cl:7])([Cl:6])[C:3](Cl)=[O:4].[CH3:8][C:9]1[CH:13]=[CH:12][NH:11][CH:10]=1. The catalyst is C(OCC)C. The product is [Cl:1][C:2]([Cl:7])([Cl:6])[C:3]([C:12]1[NH:11][CH:10]=[C:9]([CH3:8])[CH:13]=1)=[O:4]. The yield is 0.550. (2) The reactants are [CH2:1]([C:8]1[NH:26][C:11]2=[N:12][CH:13]=[C:14]([C:16]#[C:17][CH2:18][CH2:19][C:20]3[S:24][C:23]([NH2:25])=[N:22][N:21]=3)[CH:15]=[C:10]2[N:9]=1)[C:2]1[CH:7]=[CH:6][CH:5]=[CH:4][CH:3]=1. The catalyst is [Pd].CC(O)=O. The product is [CH2:1]([C:8]1[NH:26][C:11]2=[N:12][CH:13]=[C:14]([CH2:16][CH2:17][CH2:18][CH2:19][C:20]3[S:24][C:23]([NH2:25])=[N:22][N:21]=3)[CH:15]=[C:10]2[N:9]=1)[C:2]1[CH:7]=[CH:6][CH:5]=[CH:4][CH:3]=1. The yield is 0.100. (3) The reactants are Cl.[F:2][C:3]1[CH:10]=[CH:9][CH:8]=[C:7]([O:11][CH2:12][CH:13]2[CH2:18][CH2:17][NH:16][CH2:15][CH2:14]2)[C:4]=1[C:5]#[N:6].[Cl:19][C:20]1[CH:28]=[CH:27][CH:26]=[CH:25][C:21]=1[C:22](Cl)=[O:23].C(N(CC)CC)C. No catalyst specified. The product is [Cl:19][C:20]1[CH:28]=[CH:27][CH:26]=[CH:25][C:21]=1[C:22]([N:16]1[CH2:17][CH2:18][CH:13]([CH2:12][O:11][C:7]2[CH:8]=[CH:9][CH:10]=[C:3]([F:2])[C:4]=2[C:5]#[N:6])[CH2:14][CH2:15]1)=[O:23]. The yield is 0.860.